Predict the product of the given reaction. From a dataset of Forward reaction prediction with 1.9M reactions from USPTO patents (1976-2016). (1) Given the reactants [CH2:1]([C:5]1[CH:12]=[CH:11][C:8]([C:9]#[N:10])=[CH:7][CH:6]=1)[CH2:2][CH:3]=[CH2:4].O.CC[O:16]CC, predict the reaction product. The product is: [OH:16][CH2:4][CH2:3][CH2:2][CH2:1][C:5]1[CH:6]=[CH:7][C:8]([C:9]#[N:10])=[CH:11][CH:12]=1. (2) Given the reactants CC1C=CC(S(O[CH2:12][C@@H:13]2[O:17][C:16](=[O:18])[N:15]([C:19]3[CH:24]=[CH:23][C:22]([N:25]4[CH2:30][CH2:29][O:28][CH2:27][C:26]4=[O:31])=[CH:21][CH:20]=3)[CH2:14]2)(=O)=O)=CC=1.[C:32]([NH2:43])(=[O:42])[C:33]1[C:34](=[CH:38][CH:39]=[CH:40][CH:41]=1)[C:35](N)=[O:36].C(=O)([O-])[O-].[K+].[K+], predict the reaction product. The product is: [O:18]=[C:16]1[N:15]([C:19]2[CH:20]=[CH:21][C:22]([N:25]3[CH2:30][CH2:29][O:28][CH2:27][C:26]3=[O:31])=[CH:23][CH:24]=2)[CH2:14][C@H:13]([CH2:12][N:43]2[C:32](=[O:42])[C:33]3[C:34](=[CH:38][CH:39]=[CH:40][CH:41]=3)[C:35]2=[O:36])[O:17]1. (3) The product is: [NH2:1][C:4]1[CH:13]=[CH:12][CH:11]=[C:10]2[C:5]=1[CH:6]=[N:7][NH:8][C:9]2=[O:14]. Given the reactants [N+:1]([C:4]1[CH:13]=[CH:12][CH:11]=[C:10]2[C:5]=1[CH:6]=[N:7][NH:8][C:9]2=[O:14])([O-])=O.[H][H], predict the reaction product. (4) The product is: [CH3:12][C:9]1([CH3:13])[O:8][CH:7]([CH2:6][C:5]2[CH:14]=[CH:15][C:2]([CH:19]=[O:20])=[CH:3][CH:4]=2)[CH2:11][O:10]1. Given the reactants Br[C:2]1[CH:15]=[CH:14][C:5]([CH2:6][CH:7]2[CH2:11][O:10][C:9]([CH3:13])([CH3:12])[O:8]2)=[CH:4][CH:3]=1.CN([CH:19]=[O:20])C, predict the reaction product. (5) Given the reactants [Br:1][C:2]1S[C:5]([N:7]2[C:11]([CH3:12])=[CH:10][CH:9]=[C:8]2[CH3:13])=[N:4][CH:3]=1.N[C:15]1[CH:20]=CC(Br)=CN=1, predict the reaction product. The product is: [Br:1][C:2]1[CH:15]=[CH:20][C:5]([N:7]2[C:11]([CH3:12])=[CH:10][CH:9]=[C:8]2[CH3:13])=[N:4][CH:3]=1.